The task is: Predict the reaction yield, written as a fraction of the theoretical maximum amount of product (1.0 means a 100% yield; for example, 0.34 means a 34% yield).. This data is from Reaction yield outcomes from USPTO patents with 853,638 reactions. (1) The reactants are [C:1]([NH:8][C:9]1[CH:13]=[C:12]([C:14]([CH3:17])([CH3:16])[CH3:15])[S:11][C:10]=1[C:18]([OH:20])=[O:19])([O:3][C:4]([CH3:7])([CH3:6])[CH3:5])=[O:2].[CH2:21](O)[CH:22]=[CH2:23].CCN=C=NCCCN(C)C.Cl. The catalyst is CN(C1C=CN=CC=1)C.C(Cl)Cl. The product is [C:1]([NH:8][C:9]1[CH:13]=[C:12]([C:14]([CH3:17])([CH3:16])[CH3:15])[S:11][C:10]=1[C:18]([O:20][CH2:23][CH:22]=[CH2:21])=[O:19])([O:3][C:4]([CH3:7])([CH3:6])[CH3:5])=[O:2]. The yield is 0.650. (2) The reactants are [N+:1]([O-:4])(O)=[O:2].[Br:5][C:6]1[CH:11]=[CH:10][C:9]([Br:12])=[CH:8][CH:7]=1. The catalyst is S(=O)(=O)(O)O. The product is [Br:5][C:6]1[CH:11]=[CH:10][C:9]([Br:12])=[CH:8][C:7]=1[N+:1]([O-:4])=[O:2]. The yield is 0.680. (3) The reactants are [C:1]([O:5][C:6]([N:8]([CH3:43])[C:9]1[N:14]=[C:13]([CH2:15]/[CH:16]=[CH:17]/[C:18]2[CH:19]=[C:20]([CH2:23][C@@H:24]([C:36]([O:38][C:39]([CH3:42])([CH3:41])[CH3:40])=[O:37])[NH:25][C:26]([C:28]3[C:33]([Cl:34])=[CH:32][CH:31]=[CH:30][C:29]=3[Cl:35])=[O:27])[S:21][CH:22]=2)[CH:12]=[CH:11][CH:10]=1)=[O:7])([CH3:4])([CH3:3])[CH3:2]. The catalyst is C(O)C.C(OCC)(=O)C.[Pd]. The product is [C:1]([O:5][C:6]([N:8]([CH3:43])[C:9]1[N:14]=[C:13]([CH2:15][CH2:16][CH2:17][C:18]2[CH:19]=[C:20]([CH2:23][C@@H:24]([C:36]([O:38][C:39]([CH3:42])([CH3:41])[CH3:40])=[O:37])[NH:25][C:26]([C:28]3[C:33]([Cl:34])=[CH:32][CH:31]=[CH:30][C:29]=3[Cl:35])=[O:27])[S:21][CH:22]=2)[CH:12]=[CH:11][CH:10]=1)=[O:7])([CH3:4])([CH3:3])[CH3:2]. The yield is 0.780. (4) The reactants are Br[C:2]1[C:7]([CH3:8])=[CH:6][CH:5]=[CH:4][N:3]=1.C([O-])([O-])=O.[K+].[K+].N#N.[C:17]([O:21][C:22]([C:24]1[CH:25]=[C:26](B(O)O)[CH:27]=[CH:28][CH:29]=1)=[O:23])([CH3:20])([CH3:19])[CH3:18].C(Cl)Cl.CS(O)(=O)=O.[OH-].[Na+]. The catalyst is C1(C)C=CC=CC=1.C1C=CC(P(C2C=CC=CC=2)[C-]2C=CC=C2)=CC=1.C1C=CC(P(C2C=CC=CC=2)[C-]2C=CC=C2)=CC=1.Cl[Pd]Cl.[Fe+2].O. The product is [C:17]([O:21][C:22](=[O:23])[C:24]1[CH:25]=[CH:26][CH:27]=[C:28]([C:2]2[C:7]([CH3:8])=[CH:6][CH:5]=[CH:4][N:3]=2)[CH:29]=1)([CH3:20])([CH3:18])[CH3:19]. The yield is 0.820. (5) The reactants are C([C:3]1[CH:4]=[C:5]([CH:10]=[CH:11][C:12]=1[O:13][CH:14]([CH3:17])[CH:15]=[CH2:16])[C:6]([O:8][CH3:9])=[O:7])=O. The catalyst is C(Cl)Cl.C1CCC(P(C2CCCCC2)C2CCCCC2)CC1.C1CCC(P(C2CCCCC2)C2CCCCC2)CC1.C1C=CC(C=[Ru](Cl)Cl)=CC=1. The product is [CH3:17][CH:14]1[CH:15]=[CH:16][C:3]2[C:12](=[CH:11][CH:10]=[C:5]([C:6]([O:8][CH3:9])=[O:7])[CH:4]=2)[O:13]1. The yield is 0.690. (6) The reactants are Br[C:2]1[C:7]2[S:8][C:9]([C:11]3[C:16]([F:17])=[CH:15][CH:14]=[CH:13][C:12]=3[Cl:18])=[N:10][C:6]=2[C:5]([Br:19])=[CH:4][N:3]=1.[CH3:20][C:21]1[N:26]=[CH:25][N:24]=[C:23]([NH2:27])[CH:22]=1.CC1(C)C2C(=C(P(C3C=CC=CC=3)C3C=CC=CC=3)C=CC=2)OC2C(P(C3C=CC=CC=3)C3C=CC=CC=3)=CC=CC1=2.C([O-])([O-])=O.[Cs+].[Cs+]. The catalyst is O1CCOCC1.C1C=CC(/C=C/C(/C=C/C2C=CC=CC=2)=O)=CC=1.C1C=CC(/C=C/C(/C=C/C2C=CC=CC=2)=O)=CC=1.C1C=CC(/C=C/C(/C=C/C2C=CC=CC=2)=O)=CC=1.[Pd].[Pd]. The product is [Br:19][C:5]1[C:6]2[N:10]=[C:9]([C:11]3[C:16]([F:17])=[CH:15][CH:14]=[CH:13][C:12]=3[Cl:18])[S:8][C:7]=2[C:2]([NH:27][C:23]2[CH:22]=[C:21]([CH3:20])[N:26]=[CH:25][N:24]=2)=[N:3][CH:4]=1. The yield is 0.780. (7) The reactants are [CH:1]([C@@H:3]([NH:6][C:7](=[O:13])OC(C)(C)C)[CH2:4][CH3:5])=[O:2].Br[C:15]([F:22])([F:21])C(OCC)=O.S([O-])(O)(=O)=O.[K+]. The catalyst is O1CCCC1.[Zn]. The product is [CH2:4]([C@@H:3]1[NH:6][C:7](=[O:13])[C:15]([F:22])([F:21])[C@@H:1]1[OH:2])[CH3:5]. The yield is 0.540. (8) The reactants are [CH2:1]([CH:3]1[O:5][CH2:4]1)[Cl:2].[OH2:6].[OH-].[Na+].[SH2:9]. The catalyst is CO. The product is [Cl:2][CH2:1][CH:3]([OH:6])[CH2:4][S:9][CH2:4][CH:3]([OH:5])[CH2:1][Cl:2]. The yield is 0.960. (9) The product is [C@H:1]1([C:15]([OH:17])=[O:16])[CH2:4][C@@H:3]([C:5]([OH:7])=[O:6])[CH2:2]1. The catalyst is CO.[C].[Pd]. The reactants are [C@H:1]1([C:15]([O:17]CC2C=CC=CC=2)=[O:16])[CH2:4][C@@H:3]([C:5]([O:7]CC2C=CC=CC=2)=[O:6])[CH2:2]1. The yield is 0.950.